This data is from HIV replication inhibition screening data with 41,000+ compounds from the AIDS Antiviral Screen. The task is: Binary Classification. Given a drug SMILES string, predict its activity (active/inactive) in a high-throughput screening assay against a specified biological target. (1) The molecule is Cc1cn(C2OC(CO)C(CC(N)=O)C2O)c(=O)[nH]c1=O. The result is 0 (inactive). (2) The drug is O=C(Cc1nc2ccccc2o1)C(=O)Nc1ccc(Cl)cc1Cl. The result is 0 (inactive).